From a dataset of Full USPTO retrosynthesis dataset with 1.9M reactions from patents (1976-2016). Predict the reactants needed to synthesize the given product. Given the product [OH:1][CH:2]1[CH2:7][CH2:6][N:5]([C:8]([N:10]2[CH2:15][CH:14]([C:16]3[CH:21]=[CH:20][CH:19]=[C:18]([O:22][C:23]([F:25])([F:24])[F:26])[CH:17]=3)[CH2:13][CH:12]([C:27]3[O:28][N:37]=[C:32]([CH2:33][CH2:34][O:35][CH3:36])[N:31]=3)[CH2:11]2)=[O:9])[CH2:4][CH2:3]1, predict the reactants needed to synthesize it. The reactants are: [OH:1][CH:2]1[CH2:7][CH2:6][N:5]([C:8]([N:10]2[CH2:15][CH:14]([C:16]3[CH:21]=[CH:20][CH:19]=[C:18]([O:22][C:23]([F:26])([F:25])[F:24])[CH:17]=3)[CH2:13][CH:12]([C:27](O)=[O:28])[CH2:11]2)=[O:9])[CH2:4][CH2:3]1.O[N:31]=[C:32]([NH2:37])[CH2:33][CH2:34][O:35][CH3:36].